Dataset: Forward reaction prediction with 1.9M reactions from USPTO patents (1976-2016). Task: Predict the product of the given reaction. (1) Given the reactants [CH2:1]([C:5]1[N:6]=[C:7]([CH3:27])[NH:8][C:9](=[O:26])[C:10]=1[CH2:11][C:12]1[CH:17]=[CH:16][C:15]([C:18]2[C:19]([C:24]#[N:25])=[CH:20][CH:21]=[CH:22][CH:23]=2)=[CH:14][CH:13]=1)[CH2:2][CH2:3][CH3:4].[H-].[Na+].CN(C)C=O.Br[CH2:36][C:37]1[CH:42]=[CH:41][C:40]([CH3:43])=[CH:39][CH:38]=1, predict the reaction product. The product is: [CH2:1]([C:5]1[N:6]=[C:7]([CH3:27])[N:8]([CH2:36][C:37]2[CH:42]=[CH:41][C:40]([CH3:43])=[CH:39][CH:38]=2)[C:9](=[O:26])[C:10]=1[CH2:11][C:12]1[CH:17]=[CH:16][C:15]([C:18]2[C:19]([C:24]#[N:25])=[CH:20][CH:21]=[CH:22][CH:23]=2)=[CH:14][CH:13]=1)[CH2:2][CH2:3][CH3:4]. (2) Given the reactants [Cl:1][C:2]1[C:3]([NH:18][C:19]2[CH:23]=[C:22](OC(C)C)[NH:21][N:20]=2)=[N:4][C:5]([NH:8][CH:9]([C:11]2[N:16]=[CH:15][C:14]([F:17])=[CH:13][N:12]=2)[CH3:10])=[N:6][CH:7]=1.[CH:28]1(C2NN=C(NC3C(F)=CN=C(N[C@H](C4N=CC(F)=CN=4)C)N=3)C=2)CC1.CCN(C(C)C)C(C)C, predict the reaction product. The product is: [Cl:1][C:2]1[C:3]([NH:18][C:19]2[CH:23]=[C:22]([CH3:28])[NH:21][N:20]=2)=[N:4][C:5]([NH:8][CH:9]([C:11]2[N:12]=[CH:13][C:14]([F:17])=[CH:15][N:16]=2)[CH3:10])=[N:6][CH:7]=1.